Predict the reaction yield, written as a fraction of the theoretical maximum amount of product (1.0 means a 100% yield; for example, 0.34 means a 34% yield). From a dataset of Reaction yield outcomes from USPTO patents with 853,638 reactions. The reactants are [CH3:1][O:2][C:3]1[CH:4]=[C:5]2[C:10](=[CH:11][C:12]=1[O:13][CH3:14])[N:9]=[CH:8][N:7]=[C:6]2[S:15][C:16]1[CH:17]=[C:18]([CH:20]=[CH:21][CH:22]=1)[NH2:19].[CH:23]([C:26]1[CH:30]=[C:29]([NH:31][C:32](=O)[O:33]C2C=CC=CC=2)[N:28]([C:41]2[CH:46]=[CH:45][C:44]([O:47][CH3:48])=[CH:43][CH:42]=2)[N:27]=1)([CH3:25])[CH3:24]. The catalyst is C1COCC1.CN(C1C=CN=CC=1)C. The product is [CH3:1][O:2][C:3]1[CH:4]=[C:5]2[C:10](=[CH:11][C:12]=1[O:13][CH3:14])[N:9]=[CH:8][N:7]=[C:6]2[S:15][C:16]1[CH:17]=[C:18]([NH:19][C:32]([NH:31][C:29]2[N:28]([C:41]3[CH:46]=[CH:45][C:44]([O:47][CH3:48])=[CH:43][CH:42]=3)[N:27]=[C:26]([CH:23]([CH3:25])[CH3:24])[CH:30]=2)=[O:33])[CH:20]=[CH:21][CH:22]=1. The yield is 0.590.